Task: Predict the reaction yield, written as a fraction of the theoretical maximum amount of product (1.0 means a 100% yield; for example, 0.34 means a 34% yield).. Dataset: Reaction yield outcomes from USPTO patents with 853,638 reactions The reactants are [C:1]1([CH3:8])[CH:6]=[CH:5][CH:4]=[C:3]([CH3:7])[CH:2]=1.[F:9][C:10]([F:18])([F:17])[C:11]([C:13]([F:16])([F:15])[F:14])=[O:12]. The catalyst is [Cl-].[Al+3].[Cl-].[Cl-].Cl. The product is [F:9][C:10]([F:18])([F:17])[C:11]([C:6]1[CH:5]=[CH:4][C:3]([CH3:7])=[CH:2][C:1]=1[CH3:8])([OH:12])[C:13]([F:16])([F:15])[F:14]. The yield is 0.840.